Dataset: Cav3 T-type calcium channel HTS with 100,875 compounds. Task: Binary Classification. Given a drug SMILES string, predict its activity (active/inactive) in a high-throughput screening assay against a specified biological target. (1) The molecule is ClC(Cl)(Cl)C(Oc1ccccc1)NC(=O)c1cc(ccc1)C. The result is 0 (inactive). (2) The molecule is Clc1c(c2[nH]c(=O)c(c3CC(OCc23)(C)C)C#N)cccc1. The result is 0 (inactive). (3) The drug is O=C1N(C(Nc2cc3[nH]c(nc3cc2)c2cccnc2)c2c1cccc2)Cc1occc1. The result is 0 (inactive).